This data is from Full USPTO retrosynthesis dataset with 1.9M reactions from patents (1976-2016). The task is: Predict the reactants needed to synthesize the given product. (1) Given the product [F:23][C:24]1[CH:29]=[CH:28][C:27]([CH3:30])=[CH:26][C:25]=1[CH2:31][C:32]([N:3]1[C:11]2[C:6](=[CH:7][C:8]([C:12]3[C:20]4[C:15](=[N:16][CH:17]=[N:18][C:19]=4[NH2:21])[N:14]([CH3:22])[N:13]=3)=[CH:9][CH:10]=2)[CH2:5][CH2:4]1)=[O:33], predict the reactants needed to synthesize it. The reactants are: Cl.Cl.[NH:3]1[C:11]2[C:6](=[CH:7][C:8]([C:12]3[C:20]4[C:15](=[N:16][CH:17]=[N:18][C:19]=4[NH2:21])[N:14]([CH3:22])[N:13]=3)=[CH:9][CH:10]=2)[CH2:5][CH2:4]1.[F:23][C:24]1[CH:29]=[CH:28][C:27]([CH3:30])=[CH:26][C:25]=1[CH2:31][C:32](O)=[O:33].CN(C(ON1N=NC2C=CC=NC1=2)=[N+](C)C)C.F[P-](F)(F)(F)(F)F.CCN(C(C)C)C(C)C. (2) Given the product [Cl-:1].[C:13]([NH:12][C:9]1[CH:10]=[CH:11][C:6]([O:5][C:3](=[O:4])[CH2:2][N:19]2[CH:20]=[CH:21][N+:17]([CH3:16])=[CH:18]2)=[CH:7][CH:8]=1)(=[O:15])[CH3:14], predict the reactants needed to synthesize it. The reactants are: [Cl:1][CH2:2][C:3]([O:5][C:6]1[CH:11]=[CH:10][C:9]([NH:12][C:13](=[O:15])[CH3:14])=[CH:8][CH:7]=1)=[O:4].[CH3:16][N:17]1[CH:21]=[CH:20][N:19]=[CH:18]1. (3) Given the product [Cl:1][C:2]1[CH:7]=[C:6]([CH:8]([OH:10])[CH3:9])[CH:5]=[CH:4][N:3]=1, predict the reactants needed to synthesize it. The reactants are: [Cl:1][C:2]1[CH:7]=[C:6]([C:8](=[O:10])[CH3:9])[CH:5]=[CH:4][N:3]=1.[BH4-].[Na+].O.